Dataset: Full USPTO retrosynthesis dataset with 1.9M reactions from patents (1976-2016). Task: Predict the reactants needed to synthesize the given product. Given the product [O:26]([C:9]1[CH:10]=[C:11]2[C:6](=[CH:7][CH:8]=1)[N:5]=[CH:4][N:3]=[C:2]2[NH:13][C:14]1[CH:19]=[N:18][CH:17]=[CH:16][N:15]=1)[C:20]1[CH:25]=[CH:24][CH:23]=[CH:22][CH:21]=1, predict the reactants needed to synthesize it. The reactants are: Cl[C:2]1[C:11]2[C:6](=[CH:7][CH:8]=[C:9](I)[CH:10]=2)[N:5]=[CH:4][N:3]=1.[NH2:13][C:14]1[CH:19]=[N:18][CH:17]=[CH:16][N:15]=1.[C:20]1([OH:26])[CH:25]=[CH:24][CH:23]=[CH:22][CH:21]=1.